Predict the reaction yield, written as a fraction of the theoretical maximum amount of product (1.0 means a 100% yield; for example, 0.34 means a 34% yield). From a dataset of Reaction yield outcomes from USPTO patents with 853,638 reactions. (1) The catalyst is O. The yield is 0.930. The reactants are [CH3:1][CH:2]1[C:6](=[O:7])[CH2:5][CH2:4][C:3]1=[O:8].CI.[OH-].[K+].O1CCOC[CH2:14]1. The product is [CH3:1][C:2]1([CH3:14])[C:6](=[O:7])[CH2:5][CH2:4][C:3]1=[O:8]. (2) The product is [Cl:19][C:20]1[N:21]=[C:22]([C:27]([NH:1][C@@H:2]2[CH2:7][CH2:6][C@H:5]([C:8]3[CH:9]=[C:10]([CH:16]=[CH:17][CH:18]=3)[C:11]([O:13][CH2:14][CH3:15])=[O:12])[CH2:4][CH2:3]2)=[O:28])[NH:23][C:24]=1[CH2:25][CH3:26]. The reactants are [NH2:1][C@@H:2]1[CH2:7][CH2:6][C@H:5]([C:8]2[CH:9]=[C:10]([CH:16]=[CH:17][CH:18]=2)[C:11]([O:13][CH2:14][CH3:15])=[O:12])[CH2:4][CH2:3]1.[Cl:19][C:20]1[N:21]=[C:22]([C:27](O)=[O:28])[NH:23][C:24]=1[CH2:25][CH3:26].ON1C2C=CC=CC=2N=N1.Cl.C(N=C=NCCCN(C)C)C.C(N(CC)CC)C. The catalyst is CN(C)C(=O)C.ClCCl.O.C(O)(C(F)(F)F)=O.C(OCC)(=O)C. The yield is 0.530. (3) The reactants are [CH2:1]([N:8]([CH2:13][C:14]#[N:15])[C:9]([CH3:12])([CH3:11])[CH3:10])[C:2]1[CH:7]=[CH:6][CH:5]=[CH:4][CH:3]=1.[H-].[Al+3].[Li+].[H-].[H-].[H-].O.[OH-].[Na+]. The catalyst is O1CCCC1. The product is [CH2:1]([N:8]([C:9]([CH3:12])([CH3:11])[CH3:10])[CH2:13][CH2:14][NH2:15])[C:2]1[CH:7]=[CH:6][CH:5]=[CH:4][CH:3]=1. The yield is 0.960. (4) The reactants are [C:1]([OH:12])(=[O:11])[CH:2]([C:5]1[CH:10]=[CH:9][CH:8]=[CH:7][CH:6]=1)[CH2:3][OH:4].[CH2:13](Cl)Cl.C1CCN2C(=NCCC2)CC1.CI. The catalyst is C1(C)C=CC=CC=1.O. The product is [CH3:13][O:11][C:1](=[O:12])[CH:2]([C:5]1[CH:6]=[CH:7][CH:8]=[CH:9][CH:10]=1)[CH2:3][OH:4]. The yield is 0.180. (5) The reactants are [C:1]([O-])([O-])=O.[K+].[K+].[I:7][C:8]1[CH:9]=[C:10]2[C:14](=[CH:15][CH:16]=1)[N:13]([C:17]1[CH:25]=[CH:24][C:20]([C:21]([OH:23])=[O:22])=[CH:19][CH:18]=1)[N:12]=[CH:11]2.CI. The catalyst is CN(C=O)C. The product is [CH3:1][O:22][C:21](=[O:23])[C:20]1[CH:19]=[CH:18][C:17]([N:13]2[C:14]3[C:10](=[CH:9][C:8]([I:7])=[CH:16][CH:15]=3)[CH:11]=[N:12]2)=[CH:25][CH:24]=1. The yield is 0.768. (6) The reactants are Br[C:2]1[C:7]([C:8]([O:10][CH2:11][CH3:12])=[O:9])=[C:6](Cl)[CH:5]=[CH:4][N:3]=1.[CH2:14]([Zn]CC)[CH3:15].O.Cl.O1CCO[CH2:23][CH2:22]1. No catalyst specified. The product is [CH2:14]([C:2]1[C:7]([C:8]([O:10][CH2:11][CH3:12])=[O:9])=[C:6]([CH2:22][CH3:23])[CH:5]=[CH:4][N:3]=1)[CH3:15]. The yield is 0.460. (7) The reactants are [CH3:1][O:2][C:3]1[CH:12]=[CH:11][C:6]2[N:7]([CH3:10])[CH:8]=[N:9][C:5]=2[CH:4]=1.C([Li])(C)(C)C.C1C(=O)N([I:25])C(=O)C1. The catalyst is C1COCC1. The product is [I:25][C:8]1[N:7]([CH3:10])[C:6]2[CH:11]=[CH:12][C:3]([O:2][CH3:1])=[CH:4][C:5]=2[N:9]=1. The yield is 0.250. (8) The reactants are [OH:1][C:2]1[C:11]2[C:10]([C:12]([O:14][CH2:15][CH3:16])=[O:13])=[CH:9][CH:8]=[CH:7][C:6]=2[N:5](CC2C=CC(OC)=CC=2)[C:4](=[O:26])[C:3]=1[C:27]1[CH:32]=[CH:31][CH:30]=[CH:29][CH:28]=1. The catalyst is FC(F)(F)C(O)=O. The product is [OH:1][C:2]1[C:11]2[C:10]([C:12]([O:14][CH2:15][CH3:16])=[O:13])=[CH:9][CH:8]=[CH:7][C:6]=2[NH:5][C:4](=[O:26])[C:3]=1[C:27]1[CH:32]=[CH:31][CH:30]=[CH:29][CH:28]=1. The yield is 0.320.